Binary Classification. Given a T-cell receptor sequence (or CDR3 region) and an epitope sequence, predict whether binding occurs between them. From a dataset of TCR-epitope binding with 47,182 pairs between 192 epitopes and 23,139 TCRs. (1) The epitope is YLNTLTLAV. The TCR CDR3 sequence is CASSPYGGDTEAFF. Result: 1 (the TCR binds to the epitope). (2) The epitope is FLRGRAYGL. The TCR CDR3 sequence is CSVSASGGDEQYF. Result: 1 (the TCR binds to the epitope). (3) The epitope is TPINLVRDL. The TCR CDR3 sequence is CSVVSPAGEQFF. Result: 1 (the TCR binds to the epitope). (4) The epitope is LSDDAVVCFNSTY. The TCR CDR3 sequence is CASSLAGDRGRNSPLHF. Result: 0 (the TCR does not bind to the epitope). (5) The epitope is IPSINVHHY. The TCR CDR3 sequence is CTSSSTITGMGDSGNTIYF. Result: 0 (the TCR does not bind to the epitope). (6) The TCR CDR3 sequence is CAISPPRVGANYGYTF. Result: 0 (the TCR does not bind to the epitope). The epitope is ALSKGVHFV. (7) The epitope is FPPTSFGPL. The TCR CDR3 sequence is CASSLEDASGETQYF. Result: 1 (the TCR binds to the epitope). (8) The epitope is IPRRNVATL. The TCR CDR3 sequence is CASSPSLSYEQYF. Result: 0 (the TCR does not bind to the epitope). (9) The epitope is LLLGIGILV. The TCR CDR3 sequence is CASSFGLIEVPGNTIYF. Result: 1 (the TCR binds to the epitope).